Dataset: Reaction yield outcomes from USPTO patents with 853,638 reactions. Task: Predict the reaction yield, written as a fraction of the theoretical maximum amount of product (1.0 means a 100% yield; for example, 0.34 means a 34% yield). (1) The reactants are [NH2:1][C:2]1[N:7]=[CH:6][N:5]=[C:4]2[N:8]([CH:12]([C:14]3[CH:21]=[C:20]([Cl:22])[C:17]([C:18]#[N:19])=[C:16]([CH:23]4[CH2:26][NH:25][CH2:24]4)[C:15]=3[O:27][CH3:28])[CH3:13])[N:9]=[C:10]([CH3:11])[C:3]=12.[CH3:29][C@H:30]1[CH2:32][O:31]1. The catalyst is C(O)C. The product is [NH2:1][C:2]1[N:7]=[CH:6][N:5]=[C:4]2[N:8]([CH:12]([C:14]3[CH:21]=[C:20]([Cl:22])[C:17]([C:18]#[N:19])=[C:16]([CH:23]4[CH2:24][N:25]([CH2:29][C@@H:30]([OH:31])[CH3:32])[CH2:26]4)[C:15]=3[O:27][CH3:28])[CH3:13])[N:9]=[C:10]([CH3:11])[C:3]=12. The yield is 0.260. (2) The reactants are [OH:1][C:2]1[C:3]([CH3:17])=[N:4][C:5]2[C:10]([C:11]=1C(OCC)=O)=[CH:9][CH:8]=[CH:7][CH:6]=2. The catalyst is ClC1C=CC=CC=1Cl. The product is [OH:1][C:2]1[C:3]([CH3:17])=[N:4][C:5]2[C:10]([CH:11]=1)=[CH:9][CH:8]=[CH:7][CH:6]=2. The yield is 0.600. (3) The reactants are [NH2:1][C:2]1[CH:7]=[CH:6][C:5]([OH:8])=[C:4]([F:9])[C:3]=1[F:10].CC(C)([O-])C.[K+].[Cl:17][C:18]1[CH:23]=[C:22](Cl)[CH:21]=[CH:20][N:19]=1. The catalyst is CC(N(C)C)=O. The product is [Cl:17][C:18]1[CH:23]=[C:22]([O:8][C:5]2[CH:6]=[CH:7][C:2]([NH2:1])=[C:3]([F:10])[C:4]=2[F:9])[CH:21]=[CH:20][N:19]=1. The yield is 0.660. (4) The reactants are [P:1]([Cl:5])(Cl)([Cl:3])=[O:2].N1C(C)=CC=CC=1C.[N:14]1([CH:19]2[CH2:24][CH2:23][NH:22][CH2:21][CH2:20]2)[CH2:18][CH2:17][CH2:16][CH2:15]1. The catalyst is C(Cl)Cl. The product is [ClH:3].[N:14]1([CH:19]2[CH2:24][CH2:23][N:22]([P:1]([Cl:5])([Cl:3])=[O:2])[CH2:21][CH2:20]2)[CH2:18][CH2:17][CH2:16][CH2:15]1. The yield is 0.910. (5) The reactants are [CH3:1][O:2][C:3](=[O:31])[NH:4][CH:5]([C:9]([N:11]1[CH:18]([C:19]2[NH:20][C:21]([C:24]3[CH:29]=[CH:28][C:27](Br)=[CH:26][CH:25]=3)=[CH:22][N:23]=2)[CH2:17][C:13]2([CH2:16][CH2:15][CH2:14]2)[O:12]1)=[O:10])[CH:6]([CH3:8])[CH3:7].[B:32]1([B:32]2[O:36][C:35]([CH3:38])([CH3:37])[C:34]([CH3:40])([CH3:39])[O:33]2)[O:36][C:35]([CH3:38])([CH3:37])[C:34]([CH3:40])([CH3:39])[O:33]1.C([O-])(=O)C.[K+]. The catalyst is O1CCOCC1.C1C=CC(P(C2C=CC=CC=2)[C-]2C=CC=C2)=CC=1.C1C=CC(P(C2C=CC=CC=2)[C-]2C=CC=C2)=CC=1.Cl[Pd]Cl.[Fe+2]. The product is [CH3:1][O:2][C:3](=[O:31])[NH:4][CH:5]([C:9]([N:11]1[CH:18]([C:19]2[NH:20][C:21]([C:24]3[CH:29]=[CH:28][C:27]([B:32]4[O:36][C:35]([CH3:38])([CH3:37])[C:34]([CH3:40])([CH3:39])[O:33]4)=[CH:26][CH:25]=3)=[CH:22][N:23]=2)[CH2:17][C:13]2([CH2:16][CH2:15][CH2:14]2)[O:12]1)=[O:10])[CH:6]([CH3:8])[CH3:7]. The yield is 0.870.